Dataset: Forward reaction prediction with 1.9M reactions from USPTO patents (1976-2016). Task: Predict the product of the given reaction. (1) Given the reactants C[O:2][C:3](=[O:72])[C@@H:4]([NH:57][C:58]1[CH:63]=[CH:62][CH:61]=[CH:60][C:59]=1[C:64](=[O:71])[C:65]1[CH:70]=[CH:69][CH:68]=[CH:67][CH:66]=1)[CH2:5][C:6]1[CH:11]=[CH:10][C:9]([O:12][CH2:13]/[CH:14]=[CH:15]/[C:16]#[C:17][C:18]2[CH:23]=[CH:22][C:21]([C:24]#[C:25]/[CH:26]=[CH:27]/[CH2:28][O:29][C:30]3[CH:35]=[CH:34][C:33]([CH2:36][C@H:37]([NH:42][C:43]4[CH:48]=[CH:47][CH:46]=[CH:45][C:44]=4[C:49](=[O:56])[C:50]4[CH:55]=[CH:54][CH:53]=[CH:52][CH:51]=4)[C:38]([O:40]C)=[O:39])=[CH:32][CH:31]=3)=[CH:20][CH:19]=2)=[CH:8][CH:7]=1.[OH-].[Na+], predict the reaction product. The product is: [C:64]([C:59]1[CH:60]=[CH:61][CH:62]=[CH:63][C:58]=1[NH:57][C@@H:4]([CH2:5][C:6]1[CH:11]=[CH:10][C:9]([O:12][CH2:13]/[CH:14]=[CH:15]/[C:16]#[C:17][C:18]2[CH:23]=[CH:22][C:21]([C:24]#[C:25]/[CH:26]=[CH:27]/[CH2:28][O:29][C:30]3[CH:35]=[CH:34][C:33]([CH2:36][C@H:37]([NH:42][C:43]4[CH:48]=[CH:47][CH:46]=[CH:45][C:44]=4[C:49](=[O:56])[C:50]4[CH:55]=[CH:54][CH:53]=[CH:52][CH:51]=4)[C:38]([OH:40])=[O:39])=[CH:32][CH:31]=3)=[CH:20][CH:19]=2)=[CH:8][CH:7]=1)[C:3]([OH:72])=[O:2])(=[O:71])[C:65]1[CH:66]=[CH:67][CH:68]=[CH:69][CH:70]=1. (2) Given the reactants Br[C:2]1[CH:3]=[CH:4][C:5]([C:10]([N:12]2[CH2:17][CH2:16][N:15]([C:18]3[C:23]([CH3:24])=[CH:22][C:21]([CH2:25][CH3:26])=[CH:20][N:19]=3)[CH2:14][CH2:13]2)=[O:11])=[C:6]([CH:9]=1)[C:7]#[N:8].[CH3:27][N:28]1[CH2:32][CH2:31][NH:30][C:29]1=[O:33], predict the reaction product. The product is: [CH2:25]([C:21]1[CH:22]=[C:23]([CH3:24])[C:18]([N:15]2[CH2:16][CH2:17][N:12]([C:10]([C:5]3[CH:4]=[CH:3][C:2]([N:30]4[CH2:31][CH2:32][N:28]([CH3:27])[C:29]4=[O:33])=[CH:9][C:6]=3[C:7]#[N:8])=[O:11])[CH2:13][CH2:14]2)=[N:19][CH:20]=1)[CH3:26]. (3) Given the reactants FC(F)(F)C(O)=O.Cl.C(O[C:12]([C:14]1[N:15]([NH2:24])[CH:16]=[CH:17][C:18]=1[C:19]([O:21][CH2:22][CH3:23])=[O:20])=[O:13])C.[CH2:25]([N:27](CC)CC)[CH3:26], predict the reaction product. The product is: [CH2:22]([O:21][C:19]([C:18]1[CH:17]=[CH:16][N:15]2[C:14]=1[C:12](=[O:13])[NH:27][C:25]([CH3:26])=[N:24]2)=[O:20])[CH3:23]. (4) Given the reactants [C:1]([NH:8][C@H:9]([C:14](O)=O)[CH2:10][CH:11]([CH3:13])C)([O:3]C(C)(C)C)=O.[Cl:17][C:18]1[CH:23]=[C:22]([Cl:24])[CH:21]=[CH:20][C:19]=1[S:25]([NH:28][CH2:29][C@H:30]([OH:48])[CH2:31][NH:32][C:33](=[O:47])[C@H:34]([CH2:43][CH:44]([CH3:46])[CH3:45])[NH:35][C:36]([O:38]C(C)(C)C)=O)(=[O:27])=[O:26].Cl[C:50]1[CH:55]=[C:54](Cl)[CH:53]=[CH:52][C:51]=1S(NC[C@H](O)CNC(=O)[C@H](CC(C)C)N)(=O)=O, predict the reaction product. The product is: [N:8]([CH:9]1[CH2:10][CH2:11][CH2:13][CH2:18][CH2:14]1)=[C:1]=[O:3].[CH:50]1([NH:8][C:36]([NH:35][C@H:34]([C:33]([NH:32][CH2:31][C@@H:30]([OH:48])[CH2:29][NH:28][S:25]([C:19]2[CH:20]=[CH:21][C:22]([Cl:24])=[CH:23][C:18]=2[Cl:17])(=[O:27])=[O:26])=[O:47])[CH2:43][CH:44]([CH3:46])[CH3:45])=[O:38])[CH2:55][CH2:54][CH2:53][CH2:52][CH2:51]1. (5) Given the reactants [C:1]([O:5][C:6]([NH:8][C@H:9]([CH3:13])[C:10]([OH:12])=O)=[O:7])([CH3:4])([CH3:3])[CH3:2].CN(C)CCCN=C=NCC.OC1C2N=NNC=2C=CC=1.Cl.[F:36][C@H:37]1[CH2:41][CH2:40][NH:39][CH2:38]1.C(N(CC)C(C)C)(C)C, predict the reaction product. The product is: [C:1]([O:5][C:6](=[O:7])[NH:8][C@H:9]([CH3:13])[C:10]([N:39]1[CH2:40][CH2:41][C@H:37]([F:36])[CH2:38]1)=[O:12])([CH3:2])([CH3:3])[CH3:4]. (6) Given the reactants [Br:1][C:2]1[CH:3]=[C:4]([CH:25]=[CH:26][C:27]=1[CH2:28][CH3:29])[NH:5][C:6]1[C:15]2[C:10](=[CH:11][CH:12]=[CH:13][CH:14]=2)[C:9]([CH2:16][C:17]2[CH:22]=[CH:21][N:20]=[C:19]([O:23]C)[CH:18]=2)=[N:8][N:7]=1.[Si](I)(C)(C)C, predict the reaction product. The product is: [Br:1][C:2]1[CH:3]=[C:4]([CH:25]=[CH:26][C:27]=1[CH2:28][CH3:29])[NH:5][C:6]1[C:15]2[C:10](=[CH:11][CH:12]=[CH:13][CH:14]=2)[C:9]([CH2:16][C:17]2[CH:22]=[CH:21][N:20]=[C:19]([OH:23])[CH:18]=2)=[N:8][N:7]=1. (7) Given the reactants [ClH:1].[N:2]1[CH:7]=[CH:6][C:5]([N:8]2[CH2:13][CH2:12][CH2:11][C:10]3([CH2:18][CH2:17][N:16](C(OC(C)(C)C)=O)[CH2:15][CH2:14]3)[CH2:9]2)=[CH:4][CH:3]=1, predict the reaction product. The product is: [ClH:1].[ClH:1].[N:2]1[CH:3]=[CH:4][C:5]([N:8]2[CH2:13][CH2:12][CH2:11][C:10]3([CH2:18][CH2:17][NH:16][CH2:15][CH2:14]3)[CH2:9]2)=[CH:6][CH:7]=1. (8) Given the reactants [CH2:1]([O:3][C:4]([C:6]1[CH:11]=[CH:10][C:9]([N:12]([C:14]([O:16][C:17]([CH3:20])([CH3:19])[CH3:18])=[O:15])[NH2:13])=[CH:8][CH:7]=1)=[O:5])[CH3:2].[OH-].[Na+].[C:23](OC(=O)C)(=[O:25])[CH3:24], predict the reaction product. The product is: [C:23]([NH:13][N:12]([C:9]1[CH:8]=[CH:7][C:6]([C:4]([O:3][CH2:1][CH3:2])=[O:5])=[CH:11][CH:10]=1)[C:14]([O:16][C:17]([CH3:19])([CH3:18])[CH3:20])=[O:15])(=[O:25])[CH3:24].